Dataset: Forward reaction prediction with 1.9M reactions from USPTO patents (1976-2016). Task: Predict the product of the given reaction. (1) Given the reactants Br[C:2]1[CH:7]=[CH:6][C:5]([C:8]2[C:9]3[C:14]([C:15]([C:22]4[CH:27]=[CH:26][CH:25]=[CH:24][CH:23]=4)=[C:16]4[C:21]=2[CH:20]=[CH:19][CH:18]=[CH:17]4)=[CH:13][CH:12]=[CH:11][CH:10]=3)=[CH:4][CH:3]=1.[C:28]1([N:34]2[C:46]3[CH:45]=[CH:44][C:43](B(O)O)=[CH:42][C:41]=3[C:40]3[C:35]2=[CH:36][CH:37]=[CH:38][CH:39]=3)[CH:33]=[CH:32][CH:31]=[CH:30][CH:29]=1.C1(C)C=CC=CC=1P(C1C=CC=CC=1C)C1C=CC=CC=1C.C(=O)([O-])[O-].[K+].[K+], predict the reaction product. The product is: [C:28]1([N:34]2[C:46]3[CH:45]=[CH:44][C:43]([C:2]4[CH:3]=[CH:4][C:5]([C:8]5[C:21]6[C:16]([C:15]([C:22]7[CH:27]=[CH:26][CH:25]=[CH:24][CH:23]=7)=[C:14]7[C:9]=5[CH:10]=[CH:11][CH:12]=[CH:13]7)=[CH:17][CH:18]=[CH:19][CH:20]=6)=[CH:6][CH:7]=4)=[CH:42][C:41]=3[C:40]3[C:35]2=[CH:36][CH:37]=[CH:38][CH:39]=3)[CH:33]=[CH:32][CH:31]=[CH:30][CH:29]=1. (2) Given the reactants [OH:1][CH:2]1[C:11]2[C:6](=[CH:7][CH:8]=[CH:9][C:10]=2[N+:12]([O-])=O)[N:5]=[CH:4][N:3]1[CH2:15][CH2:16][CH2:17][CH2:18][CH3:19], predict the reaction product. The product is: [NH2:12][C:10]1[CH:9]=[CH:8][CH:7]=[C:6]2[C:11]=1[CH:2]([OH:1])[N:3]([CH2:15][CH2:16][CH2:17][CH2:18][CH3:19])[CH:4]=[N:5]2. (3) Given the reactants [Li+].CC(O[Al-](OC(C)(C)C)OC(C)(C)C)(C)C.[C:18]1([C:27](OCC)=[O:28])([C:22]([O:24][CH2:25][CH3:26])=[O:23])[CH2:21][CH2:20][CH2:19]1.OS([O-])(=O)=O.[K+], predict the reaction product. The product is: [CH2:25]([O:24][C:22]([C:18]1([CH2:27][OH:28])[CH2:21][CH2:20][CH2:19]1)=[O:23])[CH3:26]. (4) Given the reactants C(OC(=O)[NH:7][C:8]1[CH:13]=[CH:12][C:11]([O:14][CH3:15])=[CH:10][C:9]=1[CH2:16][C:17](=O)[CH2:18][CH:19]1[CH2:21]C1)(C)(C)C.FC(F)(F)C(O)=O.O, predict the reaction product. The product is: [CH3:15][O:14][C:11]1[CH:10]=[C:9]2[C:8](=[CH:13][CH:12]=1)[NH:7][C:17]([CH:18]1[CH2:19][CH2:21]1)=[CH:16]2. (5) The product is: [Cl:1][C:2]1[C:11]2[C:6](=[CH:7][C:8]([F:13])=[CH:9][C:10]=2[F:12])[N:5]=[C:4]([N:14]2[CH2:19][CH2:18][N:17]([CH3:25])[C:16](=[O:20])[CH2:15]2)[C:3]=1[CH3:21]. Given the reactants [Cl:1][C:2]1[C:11]2[C:6](=[CH:7][C:8]([F:13])=[CH:9][C:10]=2[F:12])[N:5]=[C:4]([N:14]2[CH2:19][CH2:18][NH:17][C:16](=[O:20])[CH2:15]2)[C:3]=1[CH3:21].[H-].[Na+].I[CH3:25], predict the reaction product. (6) Given the reactants [C:1]([C:4]1[CH:12]=[CH:11][CH:10]=[CH:9][C:5]=1[C:6]([OH:8])=[O:7])(=O)[CH3:2].[OH-].[K+].B.[Na].Cl, predict the reaction product. The product is: [CH3:2][CH:1]1[C:4]2[C:5](=[CH:9][CH:10]=[CH:11][CH:12]=2)[C:6](=[O:8])[O:7]1. (7) Given the reactants [C:1]1([S:7](Cl)(=[O:9])=[O:8])[CH:6]=[CH:5][CH:4]=[CH:3][CH:2]=1.CCN(C(C)C)C(C)C.Cl.[CH3:21][O:22][C:23](=[O:33])[CH2:24][CH2:25][CH2:26][CH:27]1[CH2:32][CH2:31][NH:30][CH2:29][CH2:28]1, predict the reaction product. The product is: [CH3:21][O:22][C:23](=[O:33])[CH2:24][CH2:25][CH2:26][CH:27]1[CH2:32][CH2:31][N:30]([S:7]([C:1]2[CH:6]=[CH:5][CH:4]=[CH:3][CH:2]=2)(=[O:9])=[O:8])[CH2:29][CH2:28]1.